This data is from Full USPTO retrosynthesis dataset with 1.9M reactions from patents (1976-2016). The task is: Predict the reactants needed to synthesize the given product. Given the product [Cl:1][C:2]1[N:3]=[C:4]([N:13]2[CH2:18][CH2:17][O:16][CH2:15][CH2:14]2)[C:5]2[S:10][C:9]([CH2:11][N:26]3[CH2:27][CH2:28][N:23]([S:20]([CH3:19])(=[O:22])=[O:21])[CH2:24][C:25]3([CH3:30])[CH3:29])=[CH:8][C:6]=2[N:7]=1, predict the reactants needed to synthesize it. The reactants are: [Cl:1][C:2]1[N:3]=[C:4]([N:13]2[CH2:18][CH2:17][O:16][CH2:15][CH2:14]2)[C:5]2[S:10][C:9]([CH:11]=O)=[CH:8][C:6]=2[N:7]=1.[CH3:19][S:20]([N:23]1[CH2:28][CH2:27][NH:26][C:25]([CH3:30])([CH3:29])[CH2:24]1)(=[O:22])=[O:21].